From a dataset of Full USPTO retrosynthesis dataset with 1.9M reactions from patents (1976-2016). Predict the reactants needed to synthesize the given product. Given the product [CH2:2]([O:9][C:10]1[CH:15]=[CH:14][C:13]([N:16]([CH2:27][CH2:28][OH:29])[C:17]([C:19]2[C:24]([Cl:25])=[N:23][CH:22]=[N:21][C:20]=2[Cl:26])=[O:18])=[CH:12][C:11]=1[F:37])[C:3]1[CH:8]=[CH:7][CH:6]=[CH:5][CH:4]=1, predict the reactants needed to synthesize it. The reactants are: Cl.[CH2:2]([O:9][C:10]1[CH:15]=[CH:14][C:13]([N:16]([CH2:27][CH2:28][O:29][Si](C(C)(C)C)(C)C)[C:17]([C:19]2[C:20]([Cl:26])=[N:21][CH:22]=[N:23][C:24]=2[Cl:25])=[O:18])=[CH:12][C:11]=1[F:37])[C:3]1[CH:8]=[CH:7][CH:6]=[CH:5][CH:4]=1.